Dataset: Experimentally validated miRNA-target interactions with 360,000+ pairs, plus equal number of negative samples. Task: Binary Classification. Given a miRNA mature sequence and a target amino acid sequence, predict their likelihood of interaction. The miRNA is hsa-miR-6824-3p with sequence UCUCUGGUCUUGCCACCCCAG. The protein sequence of the target gene is MGTGAGGPSVLALLFAVCAPLRLQAEELGDGCGHIVTSQDSGTMTSKNYPGTYPNYTVCEKIITVPKGKRLILRLGDLNIESKTCASDYLLFSSATDQYGPYCGSWAVPKELRLNSNEVTVLFKSGSHISGRGFLLTYASSDHPDLITCLERGSHYFEEKYSKFCPAGCRDIAGDISGNTKDGYRDTSLLCKAAIHAGIITDELGGHINLLQSKGISHYEGLLANGVLSRHGSLSEKRFLFTTPGMNITTVAIPSVIFIALLLTGMGIFAICRKRKKKGNPYVSADAQKTGCWKQIKYPF.... Result: 0 (no interaction).